Task: Predict which catalyst facilitates the given reaction.. Dataset: Catalyst prediction with 721,799 reactions and 888 catalyst types from USPTO Reactant: [CH3:1][C:2]1[CH:3]=[C:4]([C:12]2[CH:17]=[CH:16][C:15]([NH:18][C:19](=[O:28])[CH2:20][CH2:21]N3CCCCC3)=[CH:14][CH:13]=2)[N:5]2[C:10]=1[CH2:9][CH2:8][CH2:7][C:6]2=[O:11].[CH3:29][Si](C)(C)N[Si](C)(C)C.[Li].IC. Product: [CH3:29][N:18]([C:15]1[CH:16]=[CH:17][C:12]([C:4]2[N:5]3[C:10]([CH2:9][CH2:8][CH2:7][C:6]3=[O:11])=[C:2]([CH3:1])[CH:3]=2)=[CH:13][CH:14]=1)[C:19](=[O:28])[CH:20]=[CH2:21]. The catalyst class is: 35.